From a dataset of Full USPTO retrosynthesis dataset with 1.9M reactions from patents (1976-2016). Predict the reactants needed to synthesize the given product. (1) Given the product [Cl:1][C:2]1[CH:3]=[C:4]([N+:9]([O-:11])=[O:10])[CH:5]=[CH:6][C:7]=1[NH:19][CH2:20][CH2:21][C:22]1[CH:27]=[CH:26][CH:25]=[CH:24][N:23]=1, predict the reactants needed to synthesize it. The reactants are: [Cl:1][C:2]1[CH:3]=[C:4]([N+:9]([O-:11])=[O:10])[CH:5]=[CH:6][C:7]=1F.C(N(CC)CC)C.[NH2:19][CH2:20][CH2:21][C:22]1[CH:27]=[CH:26][CH:25]=[CH:24][N:23]=1.O. (2) Given the product [C:15]([C:10]([C:11]([OH:13])=[O:12])([OH:14])[C:9]([C:1](=[O:8])[C:2]1[CH:7]=[CH:6][CH:5]=[CH:4][CH:3]=1)([OH:23])[C:24]([OH:26])=[O:25])(=[O:22])[C:16]1[CH:21]=[CH:20][CH:19]=[CH:18][CH:17]=1.[C:27]1([C@@:33]23[NH:40][C@@H:37]([CH2:38][CH2:39]2)[CH2:36][CH2:35][C@@H:34]3[OH:41])[CH:28]=[CH:29][CH:30]=[CH:31][CH:32]=1, predict the reactants needed to synthesize it. The reactants are: [C:1]([C:9]([C:24]([OH:26])=[O:25])([OH:23])[C:10]([C:15](=[O:22])[C:16]1[CH:21]=[CH:20][CH:19]=[CH:18][CH:17]=1)([OH:14])[C:11]([OH:13])=[O:12])(=[O:8])[C:2]1[CH:7]=[CH:6][CH:5]=[CH:4][CH:3]=1.[C:27]1([C@:33]23[NH:40][C@H:37]([CH2:38][CH2:39]2)[CH2:36][CH2:35][C@H:34]3[OH:41])[CH:32]=[CH:31][CH:30]=[CH:29][CH:28]=1.C(O)(C)C.